This data is from NCI-60 drug combinations with 297,098 pairs across 59 cell lines. The task is: Regression. Given two drug SMILES strings and cell line genomic features, predict the synergy score measuring deviation from expected non-interaction effect. Cell line: NCI-H522. Drug 2: COCCOC1=C(C=C2C(=C1)C(=NC=N2)NC3=CC=CC(=C3)C#C)OCCOC.Cl. Synergy scores: CSS=9.50, Synergy_ZIP=-3.42, Synergy_Bliss=-0.781, Synergy_Loewe=-12.1, Synergy_HSA=-1.38. Drug 1: CN1C(=O)N2C=NC(=C2N=N1)C(=O)N.